Dataset: Forward reaction prediction with 1.9M reactions from USPTO patents (1976-2016). Task: Predict the product of the given reaction. (1) Given the reactants [O:1]=[C:2]([N:22]1[CH2:26][CH2:25][CH2:24][CH2:23]1)/[CH:3]=[CH:4]/[C:5]1[CH:6]=[C:7]2[C:12](=[CH:13][CH:14]=1)[CH2:11][N:10](C(OC(C)(C)C)=O)[CH2:9][CH2:8]2.[C:27]([OH:33])([C:29]([F:32])([F:31])[F:30])=[O:28], predict the reaction product. The product is: [F:30][C:29]([F:32])([F:31])[C:27]([OH:33])=[O:28].[N:22]1([C:2](=[O:1])/[CH:3]=[CH:4]/[C:5]2[CH:6]=[C:7]3[C:12](=[CH:13][CH:14]=2)[CH2:11][NH:10][CH2:9][CH2:8]3)[CH2:26][CH2:25][CH2:24][CH2:23]1. (2) Given the reactants [N+:1]([C:4]1[CH:9]=[CH:8][CH:7]=[CH:6][C:5]=1[NH:10][C:11]1[CH:16]=[CH:15][C:14]([CH2:17][C:18]([OH:20])=[O:19])=[CH:13][CH:12]=1)([O-:3])=[O:2].Cl.[CH3:22]O, predict the reaction product. The product is: [CH3:22][O:19][C:18](=[O:20])[CH2:17][C:14]1[CH:15]=[CH:16][C:11]([NH:10][C:5]2[CH:6]=[CH:7][CH:8]=[CH:9][C:4]=2[N+:1]([O-:3])=[O:2])=[CH:12][CH:13]=1. (3) Given the reactants [OH:1][C:2]1[CH:3]=[C:4]([CH2:10][C:11]([OH:13])=[O:12])[CH:5]=[CH:6][C:7]=1[O:8][CH3:9].O.[C:15]1(C)C=CC(S(O)(=O)=O)=C[CH:16]=1, predict the reaction product. The product is: [OH:1][C:2]1[CH:3]=[C:4]([CH2:10][C:11]([O:13][CH2:15][CH3:16])=[O:12])[CH:5]=[CH:6][C:7]=1[O:8][CH3:9]. (4) Given the reactants C[O:2][C:3](=O)[N:4]=[C:5](SC)[C:6]([C:20]1[CH:21]=[C:22]([O:30][CH3:31])[C:23]2[O:28][CH2:27][O:26][CH2:25][C:24]=2[CH:29]=1)=[N:7][C:8]1[CH:13]=[CH:12][C:11]([C:14]2[N:18]=[C:17]([CH3:19])[O:16][N:15]=2)=[CH:10][CH:9]=1.[NH:35]([C:37]1[N:42]=[CH:41][CH:40]=[CH:39][N:38]=1)[NH2:36].C(N(CC)CC)C, predict the reaction product. The product is: [CH3:31][O:30][C:22]1[C:23]2[O:28][CH2:27][O:26][CH2:25][C:24]=2[CH:29]=[C:20]([CH:6]([NH:7][C:8]2[CH:13]=[CH:12][C:11]([C:14]3[N:18]=[C:17]([CH3:19])[O:16][N:15]=3)=[CH:10][CH:9]=2)[C:5]2[NH:4][C:3](=[O:2])[N:35]([C:37]3[N:42]=[CH:41][CH:40]=[CH:39][N:38]=3)[N:36]=2)[CH:21]=1. (5) Given the reactants C[Si]([N-][Si](C)(C)C)(C)C.[Li+].[C:11]([CH:14]1[CH2:19][CH2:18][N:17]([C:20]([O:22][C:23]([CH3:26])([CH3:25])[CH3:24])=[O:21])[CH2:16][CH2:15]1)(=[O:13])[CH3:12].[CH3:27][C:28]1[CH:35]=[CH:34][CH:33]=[C:32]([CH3:36])[C:29]=1[CH:30]=O.[Cl-].[NH4+], predict the reaction product. The product is: [CH3:27][C:28]1[CH:35]=[CH:34][CH:33]=[C:32]([CH3:36])[C:29]=1/[CH:30]=[CH:12]/[C:11]([CH:14]1[CH2:15][CH2:16][N:17]([C:20]([O:22][C:23]([CH3:26])([CH3:25])[CH3:24])=[O:21])[CH2:18][CH2:19]1)=[O:13]. (6) Given the reactants [Si]([O:8][C:9]1[CH:14]=[CH:13][C:12]([C:15]2[CH:20]=[CH:19][CH:18]=[C:17]([CH:21]=[O:22])[C:16]=2[CH3:23])=[C:11]([CH3:24])[CH:10]=1)(C(C)(C)C)(C)C.[F-].C([N+](CCCC)(CCCC)CCCC)CCC.[Cl-].[NH4+], predict the reaction product. The product is: [OH:8][C:9]1[CH:14]=[CH:13][C:12]([C:15]2[CH:20]=[CH:19][CH:18]=[C:17]([CH:21]=[O:22])[C:16]=2[CH3:23])=[C:11]([CH3:24])[CH:10]=1. (7) Given the reactants [NH2:1][C:2]1[CH:3]=[CH:4][C:5]([CH3:24])=[C:6]([CH:23]=1)[O:7][C:8]1[CH:9]=[CH:10][C:11]2[N:12]([CH:14]=[C:15]([NH:17][C:18]([CH:20]3[CH2:22][CH2:21]3)=[O:19])[N:16]=2)[N:13]=1.[C:25]([C:27]1([C:30]2[CH:31]=[C:32]([CH:36]=[CH:37][CH:38]=2)[C:33](O)=[O:34])[CH2:29][CH2:28]1)#[N:26].Cl.CN(C)CCCN=C=NCC.ON1C2C=CC=CC=2N=N1, predict the reaction product. The product is: [C:25]([C:27]1([C:30]2[CH:31]=[C:32]([CH:36]=[CH:37][CH:38]=2)[C:33]([NH:1][C:2]2[CH:3]=[CH:4][C:5]([CH3:24])=[C:6]([O:7][C:8]3[CH:9]=[CH:10][C:11]4[N:12]([CH:14]=[C:15]([NH:17][C:18]([CH:20]5[CH2:22][CH2:21]5)=[O:19])[N:16]=4)[N:13]=3)[CH:23]=2)=[O:34])[CH2:28][CH2:29]1)#[N:26]. (8) Given the reactants [Cl:1][C:2]1[N:7]=[C:6](/[CH:8]=[C:9](/[C:11]2[CH:12]=[C:13]([NH:17][S:18]([C:21]3[CH:26]=[C:25]([F:27])[CH:24]=[CH:23][C:22]=3[F:28])(=[O:20])=[O:19])[CH:14]=[CH:15][CH:16]=2)\O)[CH:5]=[CH:4][N:3]=1.C1C(=O)N(Br)C(=O)C1.[CH3:37][C:38]([CH3:43])([CH3:42])[C:39](=[S:41])[NH2:40], predict the reaction product. The product is: [Cl:1][C:2]1[N:7]=[C:6]([C:8]2[S:41][C:39]([C:38]([CH3:43])([CH3:42])[CH3:37])=[N:40][C:9]=2[C:11]2[CH:12]=[C:13]([NH:17][S:18]([C:21]3[CH:26]=[C:25]([F:27])[CH:24]=[CH:23][C:22]=3[F:28])(=[O:20])=[O:19])[CH:14]=[CH:15][CH:16]=2)[CH:5]=[CH:4][N:3]=1. (9) Given the reactants [C:1]([O:5][C:6](=[O:20])[NH:7][CH:8]1[CH2:17][CH2:16][C:15]2[C:10](=[CH:11][CH:12]=[C:13]([CH:18]=O)[CH:14]=2)[CH2:9]1)([CH3:4])([CH3:3])[CH3:2].[NH:21]1[CH2:26][CH2:25][CH2:24][CH2:23][CH2:22]1.[BH-](OC(C)=O)(OC(C)=O)OC(C)=O.[Na+], predict the reaction product. The product is: [C:1]([O:5][C:6](=[O:20])[NH:7][CH:8]1[CH2:17][CH2:16][C:15]2[C:10](=[CH:11][CH:12]=[C:13]([CH2:18][N:21]3[CH2:26][CH2:25][CH2:24][CH2:23][CH2:22]3)[CH:14]=2)[CH2:9]1)([CH3:4])([CH3:3])[CH3:2]. (10) Given the reactants [CH3:1][O:2][CH2:3][C@@H:4]([O:6][C:7]1[CH:8]=[C:9]([CH:13]=[C:14]([O:16][C:17]2[CH:22]=[C:21]([F:23])[CH:20]=[C:19]([F:24])[CH:18]=2)[CH:15]=1)[C:10]([OH:12])=O)[CH3:5].C(Cl)(=O)C(Cl)=O.[Cl:31][CH2:32][C:33]1[N:34]=[C:35]([NH2:38])[S:36][CH:37]=1.C(N(CC)CC)C.CN(C1C=CC=CN=1)C, predict the reaction product. The product is: [F:24][C:19]1[CH:18]=[C:17]([CH:22]=[C:21]([F:23])[CH:20]=1)[O:16][C:14]1[CH:13]=[C:9]([CH:8]=[C:7]([O:6][C@@H:4]([CH3:5])[CH2:3][O:2][CH3:1])[CH:15]=1)[C:10]([NH:38][C:35]1[S:36][CH:37]=[C:33]([CH2:32][Cl:31])[N:34]=1)=[O:12].